Task: Predict the reactants needed to synthesize the given product.. Dataset: Full USPTO retrosynthesis dataset with 1.9M reactions from patents (1976-2016) (1) Given the product [CH:35]1([N:34]([CH3:33])[C:7](=[O:9])[CH2:6][CH2:5][CH:4]([CH:10]2[CH2:11][CH2:12][O:13][CH2:14][CH2:15]2)[C:3]([C:1]#[N:2])=[CH:16][C:17]2[CH:22]=[C:21]([O:23][C:24]3[CH:25]=[CH:26][CH:27]=[CH:28][CH:29]=3)[CH:20]=[CH:19][C:18]=2[N+:30]([O-:32])=[O:31])[CH2:40][CH2:39][CH2:38][CH2:37][CH2:36]1, predict the reactants needed to synthesize it. The reactants are: [C:1]([C:3](=[CH:16][C:17]1[CH:22]=[C:21]([O:23][C:24]2[CH:29]=[CH:28][CH:27]=[CH:26][CH:25]=2)[CH:20]=[CH:19][C:18]=1[N+:30]([O-:32])=[O:31])[CH:4]([CH:10]1[CH2:15][CH2:14][O:13][CH2:12][CH2:11]1)[CH2:5][CH2:6][C:7]([OH:9])=O)#[N:2].[CH3:33][NH:34][CH:35]1[CH2:40][CH2:39][CH2:38][CH2:37][CH2:36]1.CN(C(ON1N=NC2C=CC=CC1=2)=[N+](C)C)C.F[P-](F)(F)(F)(F)F.CCN(C(C)C)C(C)C. (2) Given the product [C:10]([C:5]1[C:6]([O:8][CH3:9])=[CH:7][C:2]([NH2:1])=[CH:3][C:4]=1[O:14][CH3:15])([CH3:12])=[CH2:11], predict the reactants needed to synthesize it. The reactants are: [NH2:1][C:2]1[CH:7]=[C:6]([O:8][CH3:9])[C:5]([C:10](O)([CH3:12])[CH3:11])=[C:4]([O:14][CH3:15])[CH:3]=1.